Task: Regression. Given a peptide amino acid sequence and an MHC pseudo amino acid sequence, predict their binding affinity value. This is MHC class II binding data.. Dataset: Peptide-MHC class II binding affinity with 134,281 pairs from IEDB (1) The peptide sequence is STWYGKPTGAGPKDN. The MHC is HLA-DQA10301-DQB10302 with pseudo-sequence HLA-DQA10301-DQB10302. The binding affinity (normalized) is 0.127. (2) The peptide sequence is LPVPPTVTVFKIPKK. The MHC is HLA-DQA10501-DQB10201 with pseudo-sequence HLA-DQA10501-DQB10201. The binding affinity (normalized) is 0. (3) The peptide sequence is MGASYFAADRILPEL. The MHC is HLA-DQA10102-DQB10602 with pseudo-sequence HLA-DQA10102-DQB10602. The binding affinity (normalized) is 0.566. (4) The peptide sequence is LALVGFLGGLITGTS. The MHC is DRB1_1602 with pseudo-sequence DRB1_1602. The binding affinity (normalized) is 0.610. (5) The peptide sequence is GFKLLSLLVELESCK. The MHC is DRB1_0101 with pseudo-sequence DRB1_0101. The binding affinity (normalized) is 0.655. (6) The peptide sequence is YDKFLANVSTALTGK. The MHC is DRB1_0802 with pseudo-sequence DRB1_0802. The binding affinity (normalized) is 0.743. (7) The peptide sequence is SEAVRHFPRLWLHSL. The MHC is DRB1_0101 with pseudo-sequence DRB1_0101. The binding affinity (normalized) is 0.398.